Dataset: NCI-60 drug combinations with 297,098 pairs across 59 cell lines. Task: Regression. Given two drug SMILES strings and cell line genomic features, predict the synergy score measuring deviation from expected non-interaction effect. (1) Drug 1: C1=CC(=CC=C1C#N)C(C2=CC=C(C=C2)C#N)N3C=NC=N3. Drug 2: CC12CCC3C(C1CCC2O)C(CC4=C3C=CC(=C4)O)CCCCCCCCCS(=O)CCCC(C(F)(F)F)(F)F. Cell line: HOP-62. Synergy scores: CSS=4.49, Synergy_ZIP=-3.18, Synergy_Bliss=-4.52, Synergy_Loewe=4.18, Synergy_HSA=-3.53. (2) Drug 1: CNC(=O)C1=CC=CC=C1SC2=CC3=C(C=C2)C(=NN3)C=CC4=CC=CC=N4. Drug 2: CN1C(=O)N2C=NC(=C2N=N1)C(=O)N. Cell line: MDA-MB-231. Synergy scores: CSS=1.29, Synergy_ZIP=0.557, Synergy_Bliss=-0.153, Synergy_Loewe=-3.62, Synergy_HSA=-3.91. (3) Drug 1: CN(C)C1=NC(=NC(=N1)N(C)C)N(C)C. Drug 2: CC(C)(C#N)C1=CC(=CC(=C1)CN2C=NC=N2)C(C)(C)C#N. Cell line: MALME-3M. Synergy scores: CSS=-4.28, Synergy_ZIP=3.21, Synergy_Bliss=2.04, Synergy_Loewe=-3.86, Synergy_HSA=-3.99. (4) Drug 1: CC1CCC2CC(C(=CC=CC=CC(CC(C(=O)C(C(C(=CC(C(=O)CC(OC(=O)C3CCCCN3C(=O)C(=O)C1(O2)O)C(C)CC4CCC(C(C4)OC)OCCO)C)C)O)OC)C)C)C)OC. Drug 2: CC12CCC3C(C1CCC2OP(=O)(O)O)CCC4=C3C=CC(=C4)OC(=O)N(CCCl)CCCl.[Na+]. Cell line: NCI-H322M. Synergy scores: CSS=14.8, Synergy_ZIP=-5.64, Synergy_Bliss=-0.666, Synergy_Loewe=-3.08, Synergy_HSA=1.84. (5) Drug 1: C1CCC(C1)C(CC#N)N2C=C(C=N2)C3=C4C=CNC4=NC=N3. Drug 2: C1=NC2=C(N=C(N=C2N1C3C(C(C(O3)CO)O)F)Cl)N. Cell line: T-47D. Synergy scores: CSS=-3.53, Synergy_ZIP=2.19, Synergy_Bliss=2.18, Synergy_Loewe=-5.29, Synergy_HSA=-3.06. (6) Drug 1: CC1C(C(CC(O1)OC2CC(CC3=C2C(=C4C(=C3O)C(=O)C5=C(C4=O)C(=CC=C5)OC)O)(C(=O)C)O)N)O.Cl. Drug 2: CC1=C2C(C(=O)C3(C(CC4C(C3C(C(C2(C)C)(CC1OC(=O)C(C(C5=CC=CC=C5)NC(=O)OC(C)(C)C)O)O)OC(=O)C6=CC=CC=C6)(CO4)OC(=O)C)O)C)O. Cell line: SR. Synergy scores: CSS=84.8, Synergy_ZIP=-2.44, Synergy_Bliss=-2.33, Synergy_Loewe=-2.90, Synergy_HSA=-0.0913.